This data is from Peptide-MHC class I binding affinity with 185,985 pairs from IEDB/IMGT. The task is: Regression. Given a peptide amino acid sequence and an MHC pseudo amino acid sequence, predict their binding affinity value. This is MHC class I binding data. (1) The peptide sequence is IFRSDTLYL. The MHC is HLA-A23:01 with pseudo-sequence HLA-A23:01. The binding affinity (normalized) is 0.0492. (2) The peptide sequence is GAPERQRLL. The binding affinity (normalized) is 0. The MHC is HLA-A02:01 with pseudo-sequence HLA-A02:01. (3) The peptide sequence is RQLLWRYQI. The MHC is HLA-C07:01 with pseudo-sequence HLA-C07:01. The binding affinity (normalized) is 0.0847.